This data is from Forward reaction prediction with 1.9M reactions from USPTO patents (1976-2016). The task is: Predict the product of the given reaction. (1) Given the reactants [NH2:1][C:2]1[C:7]([N+:8]([O-])=O)=[C:6]([Cl:11])[C:5]([Cl:12])=[CH:4][N:3]=1.[Cl-].[Ca+2].[Cl-], predict the reaction product. The product is: [NH2:1][C:2]1[C:7]([NH2:8])=[C:6]([Cl:11])[C:5]([Cl:12])=[CH:4][N:3]=1. (2) Given the reactants [NH2:1][CH2:2][C:3]1[CH:4]=[CH:5][C:6]([CH2:11][N:12]([CH2:23][C:24]2[C:29]([CH3:30])=[CH:28][C:27]([CH3:31])=[CH:26][N:25]=2)[CH:13]2[C:22]3[N:21]=[CH:20][CH:19]=[CH:18][C:17]=3[CH2:16][CH2:15][CH2:14]2)=[C:7]([CH2:9][OH:10])[CH:8]=1.[C:32]1([C@@H:38]([CH2:42][CH3:43])[C:39](O)=[O:40])[CH:37]=[CH:36][CH:35]=[CH:34][CH:33]=1.CCN=C=NCCCN(C)C.C1C=CC2N(O)N=NC=2C=1.CCN(C(C)C)C(C)C, predict the reaction product. The product is: [CH3:30][C:29]1[C:24]([CH2:23][N:12]([CH2:11][C:6]2[CH:5]=[CH:4][C:3]([CH2:2][NH:1][C:39](=[O:40])[CH:38]([C:32]3[CH:37]=[CH:36][CH:35]=[CH:34][CH:33]=3)[CH2:42][CH3:43])=[CH:8][C:7]=2[CH2:9][OH:10])[CH:13]2[C:22]3[N:21]=[CH:20][CH:19]=[CH:18][C:17]=3[CH2:16][CH2:15][CH2:14]2)=[N:25][CH:26]=[C:27]([CH3:31])[CH:28]=1.